The task is: Predict the reaction yield, written as a fraction of the theoretical maximum amount of product (1.0 means a 100% yield; for example, 0.34 means a 34% yield).. This data is from Reaction yield outcomes from USPTO patents with 853,638 reactions. (1) The reactants are [C:1]([NH2:9])(=[O:8])[C:2]1[CH:7]=[CH:6][CH:5]=[CH:4][CH:3]=1.[O-]P([O-])([O-])=O.[K+].[K+].[K+].CN(C)[C@@H:20]1[CH2:25][CH2:24][CH2:23][CH2:22][C@H:21]1N.I/C=C/CCCC. The catalyst is [Cu]I.C1(C)C=CC=CC=1. The product is [CH:25]([C:2]1([CH:7]=[CH:6][CH:5]=[CH:4][CH2:3]1)[C:1]([NH2:9])=[O:8])=[CH:20][CH2:21][CH2:22][CH2:23][CH3:24]. The yield is 0.690. (2) The product is [Cl:68][C:63]1[CH:64]=[CH:65][CH:66]=[CH:67][C:62]=1[N:59]1[C:55]2=[N:56][CH:57]=[N:58][C:53]([O:52][C@@H:41]([CH2:40][O:39][CH2:38][CH2:37][OH:36])[C:42]([NH:44][C:45]3[CH:50]=[CH:49][C:48]([CH3:51])=[CH:47][N:46]=3)=[O:43])=[C:54]2[CH:61]=[N:60]1. The reactants are [F-].C([N+](CCCC)(CCCC)CCCC)CCC.[Si]([O:36][CH2:37][CH2:38][O:39][CH2:40][C@H:41]([O:52][C:53]1[N:58]=[CH:57][N:56]=[C:55]2[N:59]([C:62]3[CH:67]=[CH:66][CH:65]=[CH:64][C:63]=3[Cl:68])[N:60]=[CH:61][C:54]=12)[C:42]([NH:44][C:45]1[CH:50]=[CH:49][C:48]([CH3:51])=[CH:47][N:46]=1)=[O:43])(C(C)(C)C)(C1C=CC=CC=1)C1C=CC=CC=1. The yield is 0.790. The catalyst is C1COCC1. (3) The reactants are Br[C:2]1[CH:7]=[CH:6][C:5]([S:8]([CH2:11][CH3:12])(=[O:10])=[O:9])=[CH:4][CH:3]=1.[CH3:13][C@@H:14]1[CH2:18][CH2:17][CH2:16][N:15]1[CH2:19][CH2:20][C:21]1[CH:26]=[CH:25][C:24](B(O)O)=[CH:23][CH:22]=1. No catalyst specified. The product is [CH2:11]([S:8]([C:5]1[CH:6]=[CH:7][C:2]([C:24]2[CH:23]=[CH:22][C:21]([CH2:20][CH2:19][N:15]3[CH2:16][CH2:17][CH2:18][C@H:14]3[CH3:13])=[CH:26][CH:25]=2)=[CH:3][CH:4]=1)(=[O:10])=[O:9])[CH3:12]. The yield is 0.480. (4) The product is [C:1]([C:5]1[CH:12]=[CH:11][C:10]([N+:13]([O-:15])=[O:14])=[CH:9][C:6]=1[CH2:7][NH2:8])([CH3:4])([CH3:2])[CH3:3]. The catalyst is C1COCC1.O. The yield is 0.430. The reactants are [C:1]([C:5]1[CH:12]=[CH:11][C:10]([N+:13]([O-:15])=[O:14])=[CH:9][C:6]=1[C:7]#[N:8])([CH3:4])([CH3:3])[CH3:2].B.C1COCC1.CO.Cl. (5) The reactants are CC1(C)C(C)(C)OB([C:9]2[CH:18]=[C:17]3[C:12]([CH:13]=[C:14]([NH:19][C:20]([CH:22]4[CH2:24][CH2:23]4)=[O:21])[N:15]=[CH:16]3)=[CH:11][CH:10]=2)O1.[Br:26][C:27]1[CH:32]=[C:31]([CH3:33])[C:30](I)=[CH:29][C:28]=1[F:35]. The catalyst is C(#N)C.C(=O)([O-])[O-].[Na+].[Na+].C(OCC)(=O)C.CC(P(C(C)(C)C)C1C=CC(N(C)C)=CC=1)(C)C.CC(P(C(C)(C)C)C1C=CC(N(C)C)=CC=1)(C)C.Cl[Pd]Cl. The product is [Br:26][C:27]1[C:28]([F:35])=[CH:29][C:30]([C:9]2[CH:18]=[C:17]3[C:12]([CH:13]=[C:14]([NH:19][C:20]([CH:22]4[CH2:23][CH2:24]4)=[O:21])[N:15]=[CH:16]3)=[CH:11][CH:10]=2)=[C:31]([CH3:33])[CH:32]=1. The yield is 0.650.